From a dataset of Peptide-MHC class I binding affinity with 185,985 pairs from IEDB/IMGT. Regression. Given a peptide amino acid sequence and an MHC pseudo amino acid sequence, predict their binding affinity value. This is MHC class I binding data. (1) The peptide sequence is EPGPSGLLI. The MHC is HLA-A26:01 with pseudo-sequence HLA-A26:01. The binding affinity (normalized) is 0.0847. (2) The MHC is HLA-A68:02 with pseudo-sequence HLA-A68:02. The peptide sequence is KIRLRPGGK. The binding affinity (normalized) is 0. (3) The peptide sequence is LTQIFEVYWY. The MHC is HLA-A68:01 with pseudo-sequence HLA-A68:01. The binding affinity (normalized) is 0.368.